This data is from Catalyst prediction with 721,799 reactions and 888 catalyst types from USPTO. The task is: Predict which catalyst facilitates the given reaction. (1) Reactant: [CH3:1][O:2][C:3]1[CH:4]=[C:5]([CH:7]=[CH:8][C:9]=1[N:10]1[CH:14]=[N:13][C:12]([CH3:15])=[N:11]1)[NH2:6].[C:16](N1C=CC=CC1=O)(N1C=CC=CC1=O)=[S:17]. The catalyst class is: 4. Product: [N:6]([C:5]1[CH:7]=[CH:8][C:9]([N:10]2[CH:14]=[N:13][C:12]([CH3:15])=[N:11]2)=[C:3]([O:2][CH3:1])[CH:4]=1)=[C:16]=[S:17]. (2) Reactant: ClC(OC(Cl)C)=O.[CH3:8][N:9](C)[CH2:10][CH2:11][N:12]1[CH2:17][CH2:16][S:15][C:14]2[CH:18]=[C:19]([N+:22]([O-:24])=[O:23])[CH:20]=[CH:21][C:13]1=2. Product: [CH3:8][NH:9][CH2:10][CH2:11][N:12]1[CH2:17][CH2:16][S:15][C:14]2[CH:18]=[C:19]([N+:22]([O-:24])=[O:23])[CH:20]=[CH:21][C:13]1=2. The catalyst class is: 26. (3) Reactant: [NH:1]([CH2:5][CH2:6][OH:7])[CH2:2][CH2:3][OH:4].[CH2:8](Cl)[C:9]1[CH:14]=[CH:13][CH:12]=[CH:11][CH:10]=1.C([O-])([O-])=O.[K+].[K+]. Product: [CH2:8]([N:1]([CH2:5][CH2:6][OH:7])[CH2:2][CH2:3][OH:4])[C:9]1[CH:14]=[CH:13][CH:12]=[CH:11][CH:10]=1. The catalyst class is: 10. (4) The catalyst class is: 1. Reactant: [C:1]([C:3]1[CH:4]=[C:5]([CH:10]([OH:27])[CH2:11][N:12]2[CH2:17][CH2:16][N:15]([C:18]([O:20][C:21]([CH3:24])([CH3:23])[CH3:22])=[O:19])[CH2:14][C@@H:13]2[CH2:25]O)[CH:6]=[CH:7][C:8]=1[F:9])#[N:2].[H-].[Na+].S(N1C=CN=C1)(C1C=CC(C)=CC=1)(=O)=O. Product: [C:1]([C:3]1[CH:4]=[C:5]([CH:10]2[O:27][CH2:25][C@H:13]3[CH2:14][N:15]([C:18]([O:20][C:21]([CH3:22])([CH3:24])[CH3:23])=[O:19])[CH2:16][CH2:17][N:12]3[CH2:11]2)[CH:6]=[CH:7][C:8]=1[F:9])#[N:2]. (5) Reactant: [Cl:1][C:2]1[C:7]([O:8][C:9](=[O:11])[CH3:10])=[C:6]([F:12])[C:5]([CH:13](Br)Br)=[CH:4][CH:3]=1.C([OH:19])(C)C. Product: [Cl:1][C:2]1[C:7]([O:8][C:9](=[O:11])[CH3:10])=[C:6]([F:12])[C:5]([CH:13]=[O:19])=[CH:4][CH:3]=1. The catalyst class is: 716. (6) Product: [CH3:1][CH:2]([NH2:24])[C:3]#[C:4][C:5]1[S:9][C:8]([O:10][C:11]2[CH:16]=[CH:15][C:14]([O:17][C:18]3[CH:23]=[CH:22][CH:21]=[CH:20][CH:19]=3)=[CH:13][CH:12]=2)=[N:7][CH:6]=1. The catalyst class is: 61. Reactant: [CH3:1][CH:2]([N:24]1C(=O)C2C(=CC=CC=2)C1=O)[C:3]#[C:4][C:5]1[S:9][C:8]([O:10][C:11]2[CH:16]=[CH:15][C:14]([O:17][C:18]3[CH:23]=[CH:22][CH:21]=[CH:20][CH:19]=3)=[CH:13][CH:12]=2)=[N:7][CH:6]=1.O.NN. (7) Reactant: [Br:1][C:2]1[CH:7]=[CH:6][C:5]([CH2:8][OH:9])=[C:4]([S:10]([CH3:13])(=[O:12])=[O:11])[CH:3]=1.[H-].[Na+].[CH2:16]1COCC1.IC. Product: [Br:1][C:2]1[CH:7]=[CH:6][C:5]([CH2:8][O:9][CH3:16])=[C:4]([S:10]([CH3:13])(=[O:12])=[O:11])[CH:3]=1. The catalyst class is: 34. (8) Reactant: [Br:1][C:2]1[CH:3]=[C:4]2[C:10]([C:11](OC)=[O:12])=[N:9][N:8]([C:15]([C:28]3[CH:33]=[CH:32][CH:31]=[CH:30][CH:29]=3)([C:22]3[CH:27]=[CH:26][CH:25]=[CH:24][CH:23]=3)[C:16]3[CH:21]=[CH:20][CH:19]=[CH:18][CH:17]=3)[C:5]2=[N:6][CH:7]=1.CCO.[Li+].[BH4-]. Product: [Br:1][C:2]1[CH:3]=[C:4]2[C:10]([CH2:11][OH:12])=[N:9][N:8]([C:15]([C:22]3[CH:27]=[CH:26][CH:25]=[CH:24][CH:23]=3)([C:16]3[CH:17]=[CH:18][CH:19]=[CH:20][CH:21]=3)[C:28]3[CH:33]=[CH:32][CH:31]=[CH:30][CH:29]=3)[C:5]2=[N:6][CH:7]=1. The catalyst class is: 1. (9) Reactant: [CH2:1]([C:3]1[C:11]2[C:6](=[CH:7][CH:8]=[CH:9][C:10]=2[NH:12][C:13]([C:15]2[N:19]3[CH:20]=[CH:21][CH:22]=[CH:23][C:18]3=[N:17][CH:16]=2)=[O:14])[N:5]([CH2:24][C:25]2[N:30]=[C:29]([O:31][CH:32]3[CH2:37][CH2:36][N:35](C(OC(C)(C)C)=O)[CH2:34][CH2:33]3)[CH:28]=[CH:27][CH:26]=2)[N:4]=1)[CH3:2].C(O)(C(F)(F)F)=O. Product: [CH2:1]([C:3]1[C:11]2[C:6](=[CH:7][CH:8]=[CH:9][C:10]=2[NH:12][C:13]([C:15]2[N:19]3[CH:20]=[CH:21][CH:22]=[CH:23][C:18]3=[N:17][CH:16]=2)=[O:14])[N:5]([CH2:24][C:25]2[CH:26]=[CH:27][CH:28]=[C:29]([O:31][CH:32]3[CH2:33][CH2:34][NH:35][CH2:36][CH2:37]3)[N:30]=2)[N:4]=1)[CH3:2]. The catalyst class is: 2. (10) Reactant: Cl.[NH:2]([CH2:4][C:5]([O:7][CH2:8][CH3:9])=[O:6])[NH2:3].[CH3:10][C:11](=O)[CH:12]=[CH:13][CH3:14].C(=O)(O)[O-].[Na+]. Product: [CH3:10][C:11]1[CH2:12][CH:13]([CH3:14])[N:2]([CH2:4][C:5]([O:7][CH2:8][CH3:9])=[O:6])[N:3]=1. The catalyst class is: 8.